This data is from Forward reaction prediction with 1.9M reactions from USPTO patents (1976-2016). The task is: Predict the product of the given reaction. (1) Given the reactants [C:1]1([CH2:7][CH2:8][C:9]2[O:13][N:12]=[C:11]([C:14]([O:16]CC)=[O:15])[CH:10]=2)[CH:6]=[CH:5][CH:4]=[CH:3][CH:2]=1.C(O)C.[OH-].[K+], predict the reaction product. The product is: [C:1]1([CH2:7][CH2:8][C:9]2[O:13][N:12]=[C:11]([C:14]([OH:16])=[O:15])[CH:10]=2)[CH:2]=[CH:3][CH:4]=[CH:5][CH:6]=1. (2) Given the reactants [Br:1][C:2]1[CH:7]=[CH:6][C:5]([NH2:8])=[CH:4][C:3]=1[O:9]C.B(Cl)(Cl)Cl, predict the reaction product. The product is: [NH2:8][C:5]1[CH:6]=[CH:7][C:2]([Br:1])=[C:3]([OH:9])[CH:4]=1. (3) Given the reactants [CH2:1]([N:8]1[CH:13]2[CH2:14][CH2:15][CH:9]1[CH2:10][C:11](=O)[CH2:12]2)[C:2]1[CH:7]=[CH:6][CH:5]=[CH:4][CH:3]=1.Cl.[NH2:18][OH:19].[OH-].[Na+], predict the reaction product. The product is: [CH2:1]([N:8]1[CH:13]2[CH2:14][CH2:15][CH:9]1[CH2:10][C:11](=[N:18][OH:19])[CH2:12]2)[C:2]1[CH:7]=[CH:6][CH:5]=[CH:4][CH:3]=1. (4) Given the reactants [Br:1][C:2]1[CH:20]=[CH:19][C:5]([O:6][CH2:7][CH:8]2[CH2:13][CH2:12][N:11]([CH2:14][C:15]([CH3:18])(O)[CH3:16])[CH2:10][CH2:9]2)=[C:4]([F:21])[CH:3]=1.CCN(S(F)(F)[F:28])CC.C([O-])(O)=O.[Na+], predict the reaction product. The product is: [Br:1][C:2]1[CH:20]=[CH:19][C:5]([O:6][CH2:7][CH:8]2[CH2:13][CH2:12][N:11]([CH2:14][C:15]([F:28])([CH3:18])[CH3:16])[CH2:10][CH2:9]2)=[C:4]([F:21])[CH:3]=1. (5) Given the reactants Br[C:2]1[CH:3]=[CH:4][C:5]([N:15]([CH2:20][CH:21]([CH3:23])[CH3:22])[CH2:16][CH:17]([CH3:19])[CH3:18])=[C:6](/[CH:8]=[CH:9]/[C:10]([O:12][CH2:13][CH3:14])=[O:11])[CH:7]=1.[CH2:24]([O:28][CH2:29][CH2:30][O:31][C:32]1[CH:37]=[CH:36][C:35](OB(O)O)=[CH:34][CH:33]=1)[CH2:25][CH2:26][CH3:27].C(=O)([O-])[O-].[K+].[K+], predict the reaction product. The product is: [CH2:24]([O:28][CH2:29][CH2:30][O:31][C:32]1[CH:33]=[CH:34][C:35]([C:2]2[CH:3]=[CH:4][C:5]([N:15]([CH2:20][CH:21]([CH3:23])[CH3:22])[CH2:16][CH:17]([CH3:19])[CH3:18])=[C:6](/[CH:8]=[CH:9]/[C:10]([O:12][CH2:13][CH3:14])=[O:11])[CH:7]=2)=[CH:36][CH:37]=1)[CH2:25][CH2:26][CH3:27]. (6) The product is: [CH3:37][O:38][C:39]([C@@H:41]1[CH2:45][C@H:44]([O:3][S:1]([CH3:2])(=[O:5])=[O:4])[CH2:43][N:42]1[S:47]([C:50]1[CH:59]=[CH:58][C:57]2[C:52](=[CH:53][CH:54]=[CH:55][CH:56]=2)[CH:51]=1)(=[O:49])=[O:48])=[O:40]. Given the reactants [S:1]([O-:5])(=[O:4])(=[O:3])[CH3:2].CS(O)(=O)=O.C(N(CC)CC)C.C1(P(C2C=CC=CC=2)C2C=CC=CC=2)C=CC=CC=1.[CH3:37][O:38][C:39]([C@@H:41]1[CH2:45][C@@H:44](O)[CH2:43][N:42]1[S:47]([C:50]1[CH:59]=[CH:58][C:57]2[C:52](=[CH:53][CH:54]=[CH:55][CH:56]=2)[CH:51]=1)(=[O:49])=[O:48])=[O:40].N(C(OC(C)C)=O)=NC(OC(C)C)=O, predict the reaction product.